Dataset: Forward reaction prediction with 1.9M reactions from USPTO patents (1976-2016). Task: Predict the product of the given reaction. (1) The product is: [CH:13]1([O:1][C:2]2[CH:3]=[CH:4][C:5]([C:6]([O:8][CH2:9][CH3:10])=[O:7])=[CH:11][CH:12]=2)[CH2:18][CH2:17][CH2:16][CH2:15][CH2:14]1. Given the reactants [OH:1][C:2]1[CH:12]=[CH:11][C:5]([C:6]([O:8][CH2:9][CH3:10])=[O:7])=[CH:4][CH:3]=1.[CH:13]1[CH2:18][CH2:17][CH2:16][CH2:15][CH:14]=1.B(F)(F)F.CCOCC, predict the reaction product. (2) Given the reactants C(OC([O:8][C:9]1[CH:14]=[CH:13][C:12]([C@@H:15]2[CH2:20][CH2:19][N:18]([C:21]([O:23][C:24]([CH3:27])([CH3:26])[CH3:25])=[O:22])[CH2:17][C@H:16]2[OH:28])=[CH:11][CH:10]=1)=O)(C)(C)C.C(=O)([O-])[O-].[K+].[K+], predict the reaction product. The product is: [OH:28][C@H:16]1[C@H:15]([C:12]2[CH:11]=[CH:10][C:9]([OH:8])=[CH:14][CH:13]=2)[CH2:20][CH2:19][N:18]([C:21]([O:23][C:24]([CH3:27])([CH3:26])[CH3:25])=[O:22])[CH2:17]1. (3) Given the reactants [NH:1]([C:13]([O:15][CH2:16][C:17]1[CH:22]=[CH:21][CH:20]=[CH:19][CH:18]=1)=[O:14])[CH2:2][C:3]([O:5]N1C(=O)CCC1=O)=O.[CH2:23]([NH2:30])[C:24]1[CH:29]=[CH:28][CH:27]=[CH:26][CH:25]=1, predict the reaction product. The product is: [NH:1]([C:13]([O:15][CH2:16][C:17]1[CH:18]=[CH:19][CH:20]=[CH:21][CH:22]=1)=[O:14])[CH2:2][C:3]([NH:30][CH2:23][C:24]1[CH:29]=[CH:28][CH:27]=[CH:26][CH:25]=1)=[O:5]. (4) Given the reactants Cl.[NH2:2][C:3]1[N:11]=[CH:10][N:9]=[C:8]2[C:4]=1[N:5]=[CH:6][N:7]2[C:12]1[CH:17]=[CH:16][C:15]([NH:18][C:19]([NH:21][C:22]2[CH:27]=[CH:26][C:25]([Cl:28])=[C:24]([C:29]([F:32])([F:31])[F:30])[CH:23]=2)=[O:20])=[CH:14][CH:13]=1.CO[CH:35](OC)[N:36]([CH3:38])[CH3:37], predict the reaction product. The product is: [ClH:28].[Cl:28][C:25]1[CH:26]=[CH:27][C:22]([NH:21][C:19](=[O:20])[NH:18][C:15]2[CH:14]=[CH:13][C:12]([N:7]3[CH:6]=[N:5][C:4]4[C:8]3=[N:9][CH:10]=[N:11][C:3]=4[N:2]=[CH:35][N:36]([CH3:38])[CH3:37])=[CH:17][CH:16]=2)=[CH:23][C:24]=1[C:29]([F:31])([F:32])[F:30]. (5) Given the reactants [N+:1]([C:4]1[CH:9]=[CH:8][C:7]([C:10]([CH3:13])([CH3:12])[CH3:11])=[C:6]([N+:14]([O-:16])=[O:15])[CH:5]=1)([O-])=O.[S], predict the reaction product. The product is: [C:10]([C:7]1[CH:8]=[CH:9][C:4]([NH2:1])=[CH:5][C:6]=1[N+:14]([O-:16])=[O:15])([CH3:13])([CH3:11])[CH3:12]. (6) Given the reactants [C:1]([CH2:3][C:4]([NH:6][C:7]1[C:8]([Cl:17])=[N:9][C:10]([Cl:16])=[CH:11][C:12]=1[NH:13][CH2:14][CH3:15])=O)#[N:2].[N:18]([O-])=[O:19].[Na+], predict the reaction product. The product is: [Cl:17][C:8]1[C:7]2[N:6]=[C:4](/[C:3](=[N:18]/[OH:19])/[C:1]#[N:2])[N:13]([CH2:14][CH3:15])[C:12]=2[CH:11]=[C:10]([Cl:16])[N:9]=1.